From a dataset of Forward reaction prediction with 1.9M reactions from USPTO patents (1976-2016). Predict the product of the given reaction. (1) Given the reactants [CH2:1]([C:5]1[C:13]([C:14]2[CH:19]=[CH:18][N:17]=[C:16](S(C)=O)[N:15]=2)=[C:8]2[CH:9]=[CH:10][CH:11]=[CH:12][N:7]2[N:6]=1)[CH:2]([CH3:4])[CH3:3].[CH:23]1([NH2:28])[CH2:27][CH2:26][CH2:25][CH2:24]1, predict the reaction product. The product is: [CH:23]1([NH:28][C:16]2[N:15]=[C:14]([C:13]3[C:5]([CH2:1][CH:2]([CH3:4])[CH3:3])=[N:6][N:7]4[CH:12]=[CH:11][CH:10]=[CH:9][C:8]=34)[CH:19]=[CH:18][N:17]=2)[CH2:27][CH2:26][CH2:25][CH2:24]1. (2) Given the reactants I.[Br:2][C:3]1[CH:8]=[CH:7][C:6]([CH:9]2[CH2:14][CH2:13][NH2+:12][CH2:11][CH2:10]2)=[CH:5][CH:4]=1.[NH2:15][C:16]1[CH:17]=[C:18]([CH:22]=[CH:23][C:24]=1[CH3:25])[C:19](O)=[O:20].C(N(CC)C(C)C)(C)C.CN(C(ON1N=NC2C=CC=CC1=2)=[N+](C)C)C.F[P-](F)(F)(F)(F)F.C([O-])([O-])=O.[Na+].[Na+], predict the reaction product. The product is: [NH2:15][C:16]1[CH:17]=[C:18]([C:19]([N:12]2[CH2:11][CH2:10][CH:9]([C:6]3[CH:7]=[CH:8][C:3]([Br:2])=[CH:4][CH:5]=3)[CH2:14][CH2:13]2)=[O:20])[CH:22]=[CH:23][C:24]=1[CH3:25].